From a dataset of Reaction yield outcomes from USPTO patents with 853,638 reactions. Predict the reaction yield, written as a fraction of the theoretical maximum amount of product (1.0 means a 100% yield; for example, 0.34 means a 34% yield). The reactants are F[C:2]1[CH:9]=[CH:8][CH:7]=[CH:6][C:3]=1[CH:4]=[O:5].C(=O)([O-])[O-].[K+].[K+].[C:16]1([SH:22])[CH:21]=[CH:20][CH:19]=[CH:18][CH:17]=1. The catalyst is CN(C=O)C. The product is [C:16]1([S:22][C:2]2[CH:9]=[CH:8][CH:7]=[CH:6][C:3]=2[CH:4]=[O:5])[CH:21]=[CH:20][CH:19]=[CH:18][CH:17]=1. The yield is 0.710.